This data is from Full USPTO retrosynthesis dataset with 1.9M reactions from patents (1976-2016). The task is: Predict the reactants needed to synthesize the given product. Given the product [CH3:2][O:3][C:4](=[O:14])[C:5]1[CH:10]=[C:9]([S:11][CH3:12])[CH:8]=[C:7]([NH:13][C:26](=[O:27])[CH2:25][CH2:24][CH2:23][Cl:22])[CH:6]=1, predict the reactants needed to synthesize it. The reactants are: Cl.[CH3:2][O:3][C:4](=[O:14])[C:5]1[CH:10]=[C:9]([S:11][CH3:12])[CH:8]=[C:7]([NH2:13])[CH:6]=1.CCN(CC)CC.[Cl:22][CH2:23][CH2:24][CH2:25][C:26](Cl)=[O:27].